Task: Regression. Given two drug SMILES strings and cell line genomic features, predict the synergy score measuring deviation from expected non-interaction effect.. Dataset: NCI-60 drug combinations with 297,098 pairs across 59 cell lines (1) Synergy scores: CSS=5.88, Synergy_ZIP=-2.49, Synergy_Bliss=0.300, Synergy_Loewe=-3.00, Synergy_HSA=-3.53. Drug 2: C(=O)(N)NO. Cell line: BT-549. Drug 1: CC(C1=C(C=CC(=C1Cl)F)Cl)OC2=C(N=CC(=C2)C3=CN(N=C3)C4CCNCC4)N. (2) Drug 1: CCC1(CC2CC(C3=C(CCN(C2)C1)C4=CC=CC=C4N3)(C5=C(C=C6C(=C5)C78CCN9C7C(C=CC9)(C(C(C8N6C)(C(=O)OC)O)OC(=O)C)CC)OC)C(=O)OC)O.OS(=O)(=O)O. Drug 2: C1=NC2=C(N=C(N=C2N1C3C(C(C(O3)CO)O)F)Cl)N. Cell line: SNB-75. Synergy scores: CSS=-0.883, Synergy_ZIP=0.208, Synergy_Bliss=-1.77, Synergy_Loewe=-2.70, Synergy_HSA=-3.03.